This data is from Forward reaction prediction with 1.9M reactions from USPTO patents (1976-2016). The task is: Predict the product of the given reaction. (1) Given the reactants [CH2:1]([O:8][C:9]1[CH:14]=[CH:13][C:12]([C:15]([F:18])([F:17])[F:16])=[CH:11][C:10]=1[C:19]1[CH2:23][CH2:22][CH2:21][C:20]=1B(O)O)[C:2]1[CH:7]=[CH:6][CH:5]=[CH:4][CH:3]=1.[CH2:27]([O:29][C:30](=[O:39])[C:31]1[C:36]([F:37])=[CH:35][CH:34]=[C:33](Br)[CH:32]=1)[CH3:28], predict the reaction product. The product is: [CH2:27]([O:29][C:30](=[O:39])[C:31]1[C:36]([F:37])=[CH:35][CH:34]=[C:33]([C:20]2[CH2:21][CH2:22][CH2:23][C:19]=2[C:10]2[CH:11]=[C:12]([C:15]([F:18])([F:17])[F:16])[CH:13]=[CH:14][C:9]=2[O:8][CH2:1][C:2]2[CH:7]=[CH:6][CH:5]=[CH:4][CH:3]=2)[CH:32]=1)[CH3:28]. (2) Given the reactants Br[C:2]1[CH:3]=[C:4]([CH:8]2[C:17]([CH3:19])([CH3:18])[CH2:16][C:15]3[C:10](=[CH:11][CH:12]=[C:13]([C:20]([OH:22])=[O:21])[CH:14]=3)[NH:9]2)[CH:5]=[CH:6][CH:7]=1.[NH:23]1[CH2:27][C:26](=[O:28])[NH:25][C:24]1=[O:29].Cl.CN(C)CC(O)=O.C(=O)([O-])[O-].[K+].[K+], predict the reaction product. The product is: [O:29]=[C:24]1[NH:25][C:26](=[O:28])[CH2:27][N:23]1[C:2]1[CH:3]=[C:4]([CH:8]2[C:17]([CH3:19])([CH3:18])[CH2:16][C:15]3[C:10](=[CH:11][CH:12]=[C:13]([C:20]([OH:22])=[O:21])[CH:14]=3)[NH:9]2)[CH:5]=[CH:6][CH:7]=1. (3) The product is: [ClH:1].[Cl:1][C:2]1[CH:7]=[CH:6][C:5]([C@H:8]2[O:9][CH2:10][CH2:11][N:12]([CH2:14][C@H:15]([O:20][C:30](=[O:31])[NH:29][C:26]3[CH:27]=[CH:28][C:23]([Cl:22])=[C:24]([F:32])[CH:25]=3)[C:16]([F:17])([F:18])[F:19])[CH2:13]2)=[CH:4][C:3]=1[F:21]. Given the reactants [Cl:1][C:2]1[CH:7]=[CH:6][C:5]([C@@H:8]2[CH2:13][N:12]([CH2:14][C@H:15]([OH:20])[C:16]([F:19])([F:18])[F:17])[CH2:11][CH2:10][O:9]2)=[CH:4][C:3]=1[F:21].[Cl:22][C:23]1[CH:28]=[CH:27][C:26]([N:29]=[C:30]=[O:31])=[CH:25][C:24]=1[F:32].CCN(C(C)C)C(C)C, predict the reaction product. (4) Given the reactants Br[C:2]1[N:28]([S:29]([C:32]2[CH:37]=[CH:36][CH:35]=[CH:34][CH:33]=2)(=[O:31])=[O:30])[C:5]2[N:6]=[CH:7][C:8]3[CH2:13][N:12]([C:14]4[C:19]([F:20])=[C:18]([O:21][CH3:22])[CH:17]=[C:16]([O:23][CH3:24])[C:15]=4[F:25])[C:11](=[O:26])[N:10]([CH3:27])[C:9]=3[C:4]=2[CH:3]=1.[CH2:38]([O:40]/[CH:41]=[CH:42]\B1OC(C)(C)C(C)(C)O1)[CH3:39].ClCCl.C(=O)([O-])[O-].[K+].[K+].O1CCOCC1.O, predict the reaction product. The product is: [F:25][C:15]1[C:16]([O:23][CH3:24])=[CH:17][C:18]([O:21][CH3:22])=[C:19]([F:20])[C:14]=1[N:12]1[CH2:13][C:8]2[CH:7]=[N:6][C:5]3[N:28]([S:29]([C:32]4[CH:37]=[CH:36][CH:35]=[CH:34][CH:33]=4)(=[O:31])=[O:30])[C:2](/[CH:39]=[CH:38]\[O:40][CH2:41][CH3:42])=[CH:3][C:4]=3[C:9]=2[N:10]([CH3:27])[C:11]1=[O:26]. (5) Given the reactants [CH3:1][N:2]([CH:10]1[CH2:13][N:12]([C:14]2[C:15]3[N:16]([CH:27]=[N:28][N:29]=3)[C:17]3[CH:23]=[C:22]([N+:24]([O-:26])=[O:25])[CH:21]=[N:20][C:18]=3[N:19]=2)[CH2:11]1)C(=O)OC(C)(C)C.C(O)(C(F)(F)F)=O, predict the reaction product. The product is: [CH3:1][NH:2][CH:10]1[CH2:13][N:12]([C:14]2[C:15]3[N:16]([CH:27]=[N:28][N:29]=3)[C:17]3[CH:23]=[C:22]([N+:24]([O-:26])=[O:25])[CH:21]=[N:20][C:18]=3[N:19]=2)[CH2:11]1. (6) Given the reactants [NH2:1][C:2]1[CH:7]=[CH:6][C:5]([C:8]2[N:9]([CH2:21][CH3:22])[C:10]3[C:15]([C:16]=2[C:17]#[N:18])=[CH:14][CH:13]=[C:12]([O:19][CH3:20])[CH:11]=3)=[CH:4][C:3]=1[F:23].Cl[C:25]([O:27][CH2:28][CH2:29][CH3:30])=[O:26], predict the reaction product. The product is: [CH2:28]([O:27][C:25](=[O:26])[NH:1][C:2]1[CH:7]=[CH:6][C:5]([C:8]2[N:9]([CH2:21][CH3:22])[C:10]3[C:15]([C:16]=2[C:17]#[N:18])=[CH:14][CH:13]=[C:12]([O:19][CH3:20])[CH:11]=3)=[CH:4][C:3]=1[F:23])[CH2:29][CH3:30]. (7) The product is: [Br:58][C:55]1[CH:56]=[CH:57][C:52]([NH:51][C:49]2[N:48]([CH3:60])[C:47]3[CH:61]=[CH:62][C:44]([O:43][C:41]4[CH:40]=[CH:39][N:38]=[C:37]([C:35]([OH:36])=[O:34])[CH:42]=4)=[CH:45][C:46]=3[N:50]=2)=[CH:53][C:54]=1[CH3:59]. Given the reactants C(OC(C1C=C(OC2C=CC(NC)=C(N)C=2)C=CN=1)=O)(C)(C)C.NC(N)=S.IC.C([O:34][C:35]([C:37]1[CH:42]=[C:41]([O:43][C:44]2[CH:62]=[CH:61][C:47]3[N:48]([CH3:60])[C:49]([NH:51][C:52]4[CH:57]=[CH:56][C:55]([Br:58])=[C:54]([CH3:59])[CH:53]=4)=[N:50][C:46]=3[CH:45]=2)[CH:40]=[CH:39][N:38]=1)=[O:36])(C)(C)C.FC(F)(F)C(O)=O, predict the reaction product. (8) Given the reactants [CH2:1]([O:19][C:20](=[O:66])[CH2:21][CH2:22][N:23](C(OC(C)(C)C)=O)[CH2:24][CH2:25][CH2:26][CH2:27][N:28](C(OC(C)(C)C)=O)[CH2:29][CH2:30][C:31]([O:33][CH2:34][CH2:35][CH2:36][CH2:37][CH2:38][CH2:39][CH2:40][CH:41]=[CH:42][CH2:43][CH2:44][CH2:45][CH2:46][CH2:47][CH2:48][CH2:49][CH2:50][CH3:51])=[O:32])[CH2:2][CH2:3][CH2:4][CH2:5][CH2:6][CH2:7][CH:8]=[CH:9][CH2:10][CH2:11][CH2:12][CH2:13][CH2:14][CH2:15][CH2:16][CH2:17][CH3:18].[ClH:67], predict the reaction product. The product is: [ClH:67].[ClH:67].[CH2:1]([O:19][C:20](=[O:66])[CH2:21][CH2:22][NH:23][CH2:24][CH2:25][CH2:26][CH2:27][NH:28][CH2:29][CH2:30][C:31]([O:33][CH2:34][CH2:35][CH2:36][CH2:37][CH2:38][CH2:39][CH2:40][CH2:41][CH:42]=[CH:43][CH2:44][CH2:45][CH2:46][CH2:47][CH2:48][CH2:49][CH2:50][CH3:51])=[O:32])[CH2:2][CH2:3][CH2:4][CH2:5][CH2:6][CH2:7][CH2:8][CH:9]=[CH:10][CH2:11][CH2:12][CH2:13][CH2:14][CH2:15][CH2:16][CH2:17][CH3:18].